This data is from Forward reaction prediction with 1.9M reactions from USPTO patents (1976-2016). The task is: Predict the product of the given reaction. (1) The product is: [Br:1][C:2]1[CH:3]=[C:4]([C:8]([CH3:12])([CH3:11])[CH2:9][NH:10][C:23](=[O:24])[C:22]2[CH:26]=[CH:27][CH:28]=[C:20]([C:17]3[N:16]=[C:15]([C:14]([F:30])([F:29])[F:13])[O:19][N:18]=3)[CH:21]=2)[CH:5]=[CH:6][CH:7]=1. Given the reactants [Br:1][C:2]1[CH:3]=[C:4]([C:8]([CH3:12])([CH3:11])[CH2:9][NH2:10])[CH:5]=[CH:6][CH:7]=1.[F:13][C:14]([F:30])([F:29])[C:15]1[O:19][N:18]=[C:17]([C:20]2[CH:21]=[C:22]([CH:26]=[CH:27][CH:28]=2)[C:23](O)=[O:24])[N:16]=1, predict the reaction product. (2) Given the reactants ClC1C([C:8]2[C:13]([CH2:14][NH2:15])=[CH:12][CH:11]=[C:10]([O:16][CH3:17])[CH:9]=2)=NC=CN=1.BrN1C(=O)CCC1=O, predict the reaction product. The product is: [CH3:17][O:16][C:10]1[CH:11]=[CH:12][C:13]([CH2:14][NH2:15])=[CH:8][CH:9]=1. (3) Given the reactants [NH2:1][C:2]1[C:3]([F:24])=[C:4]([CH:9]([O:22][CH3:23])[C:10]([NH:12][CH2:13][C:14]2[CH:19]=[CH:18][C:17]([C:20]#[N:21])=[CH:16][CH:15]=2)=[O:11])[C:5]([F:8])=[CH:6][CH:7]=1.[C:25](Cl)(=[O:27])[CH3:26], predict the reaction product. The product is: [C:25]([NH:1][C:2]1[C:3]([F:24])=[C:4]([CH:9]([O:22][CH3:23])[C:10]([NH:12][CH2:13][C:14]2[CH:19]=[CH:18][C:17]([C:20]#[N:21])=[CH:16][CH:15]=2)=[O:11])[C:5]([F:8])=[CH:6][CH:7]=1)(=[O:27])[CH3:26]. (4) Given the reactants C[C:2]([CH3:17])([CH3:16])[CH:3]([NH:7][C:8]([O:10][CH:11]1[CH2:15][CH2:14][O:13][CH2:12]1)=[O:9])[C:4]([OH:6])=[O:5].NC(C1CC1)C(O)=O.O1CCC(OC(=O)OC2C=CC([N+]([O-])=O)=CC=2)C1, predict the reaction product. The product is: [CH:2]1([CH:3]([NH:7][C:8]([O:10][CH:11]2[CH2:15][CH2:14][O:13][CH2:12]2)=[O:9])[C:4]([OH:6])=[O:5])[CH2:16][CH2:17]1. (5) Given the reactants [NH2:1][CH2:2][C@@H:3]([C:5]1[CH:6]=[CH:7][C:8]([OH:16])=[C:9]([NH:11][S:12]([CH3:15])(=[O:14])=[O:13])[CH:10]=1)[OH:4].[CH2:17]([O:24][C:25](=[O:55])[C@@H:26]([NH:38][C:39](=[O:54])[C:40]1[CH:45]=[CH:44][C:43]([N:46]2[CH2:51][CH2:50][CH:49]([CH:52]=O)[CH2:48][CH2:47]2)=[CH:42][CH:41]=1)[CH2:27][C:28]([O:30][CH2:31][C:32]1[CH:37]=[CH:36][CH:35]=[CH:34][CH:33]=1)=[O:29])[C:18]1[CH:23]=[CH:22][CH:21]=[CH:20][CH:19]=1.C(O)(=O)C.C([BH3-])#N.[Na+], predict the reaction product. The product is: [CH2:17]([O:24][C:25](=[O:55])[C@@H:26]([NH:38][C:39](=[O:54])[C:40]1[CH:45]=[CH:44][C:43]([N:46]2[CH2:51][CH2:50][CH:49]([CH2:52][NH:1][CH2:2][C@H:3]([OH:4])[C:5]3[CH:6]=[CH:7][C:8]([OH:16])=[C:9]([NH:11][S:12]([CH3:15])(=[O:14])=[O:13])[CH:10]=3)[CH2:48][CH2:47]2)=[CH:42][CH:41]=1)[CH2:27][C:28]([O:30][CH2:31][C:32]1[CH:37]=[CH:36][CH:35]=[CH:34][CH:33]=1)=[O:29])[C:18]1[CH:23]=[CH:22][CH:21]=[CH:20][CH:19]=1. (6) Given the reactants [CH:1]1([CH2:6][CH:7]([C:11]2[CH:16]=[CH:15][C:14]([NH:17][C:18]([C:20]3[CH:21]=[N:22][CH:23]=[CH:24][CH:25]=3)=[O:19])=[CH:13][CH:12]=2)[C:8](O)=[O:9])[CH2:5][CH2:4][CH2:3][CH2:2]1.C(Cl)(=O)C(Cl)=O.[CH2:32]([O:34][C:35]([C:37]1[N:38]=[C:39]([NH2:42])[S:40][CH:41]=1)=[O:36])[CH3:33].C(N(CC)C(C)C)(C)C, predict the reaction product. The product is: [CH2:32]([O:34][C:35]([C:37]1[N:38]=[C:39]([NH:42][C:8](=[O:9])[CH:7]([C:11]2[CH:16]=[CH:15][C:14]([NH:17][C:18]([C:20]3[CH:21]=[N:22][CH:23]=[CH:24][CH:25]=3)=[O:19])=[CH:13][CH:12]=2)[CH2:6][CH:1]2[CH2:2][CH2:3][CH2:4][CH2:5]2)[S:40][CH:41]=1)=[O:36])[CH3:33].